This data is from Full USPTO retrosynthesis dataset with 1.9M reactions from patents (1976-2016). The task is: Predict the reactants needed to synthesize the given product. (1) The reactants are: [N+:1]([C:4]1[CH:5]=[CH:6][C:7]([O:10][C:11]2[CH:12]=[C:13]3[C:18](=[CH:19][CH:20]=2)[O:17][CH:16]([C:21]2[CH:26]=[CH:25][CH:24]=[CH:23][CH:22]=2)[CH2:15][CH2:14]3)=[N:8][CH:9]=1)([O-:3])=[O:2].C1(C2CC(O)C3C(=CC=C(O)C=3)[O:34]2)C=CC=CC=1. Given the product [N+:1]([C:4]1[CH:5]=[CH:6][C:7]([O:10][C:11]2[CH:12]=[C:13]3[C:18](=[CH:19][CH:20]=2)[O:17][CH:16]([C:21]2[CH:22]=[CH:23][CH:24]=[CH:25][CH:26]=2)[CH2:15][CH:14]3[OH:34])=[N:8][CH:9]=1)([O-:3])=[O:2], predict the reactants needed to synthesize it. (2) Given the product [NH2:16][C:15]1[C:10]2[N:11]([C:7]([S:6][CH2:5][C:4]([OH:26])=[O:3])=[N:8][C:9]=2[C:17]2[NH:18][C:19]3[C:24]([CH:25]=2)=[CH:23][CH:22]=[CH:21][CH:20]=3)[CH:12]=[CH:13][N:14]=1, predict the reactants needed to synthesize it. The reactants are: C([O:3][C:4](=[O:26])[CH2:5][S:6][C:7]1[N:11]2[CH:12]=[CH:13][N:14]=[C:15]([NH2:16])[C:10]2=[C:9]([C:17]2[NH:18][C:19]3[C:24]([CH:25]=2)=[CH:23][CH:22]=[CH:21][CH:20]=3)[N:8]=1)C.Cl. (3) The reactants are: [CH3:1][O:2][C:3]1[CH:4]=[C:5]([CH2:11][C:12]([OH:14])=O)[CH:6]=[CH:7][C:8]=1[O:9][CH3:10].Cl.[CH3:16][NH:17][O:18][CH3:19].Cl.CN(C)CCCN=C=NCC.OC1C2N=NNC=2C=CC=1.C(N(CC)CC)C. Given the product [CH3:1][O:2][C:3]1[CH:4]=[C:5]([CH2:11][C:12]([N:17]([O:18][CH3:19])[CH3:16])=[O:14])[CH:6]=[CH:7][C:8]=1[O:9][CH3:10], predict the reactants needed to synthesize it. (4) Given the product [F:1][C:2]1[CH:10]=[C:9]2[C:5]([C:6]([C:11]3[CH:12]=[C:13]4[C:17](=[CH:18][CH:19]=3)[N:16]([CH2:20][CH:21]3[CH2:26][CH2:25][NH:24][CH2:23][CH2:22]3)[N:15]=[CH:14]4)=[CH:7][NH:8]2)=[CH:4][CH:3]=1, predict the reactants needed to synthesize it. The reactants are: [F:1][C:2]1[CH:10]=[C:9]2[C:5]([C:6]([C:11]3[CH:12]=[C:13]4[C:17](=[CH:18][CH:19]=3)[N:16]([CH2:20][CH:21]3[CH2:26][CH2:25][N:24](C(OC(C)(C)C)=O)[CH2:23][CH2:22]3)[N:15]=[CH:14]4)=[CH:7][NH:8]2)=[CH:4][CH:3]=1.